From a dataset of Catalyst prediction with 721,799 reactions and 888 catalyst types from USPTO. Predict which catalyst facilitates the given reaction. (1) The catalyst class is: 248. Reactant: CN(C(ON1N=NC2C=CC=NC1=2)=[N+](C)C)C.F[P-](F)(F)(F)(F)F.[NH2:25][CH2:26][C:27]1[C:28]([F:44])=[C:29]([O:34][C:35]2[CH:36]=[C:37]([CH:40]=[C:41]([Cl:43])[CH:42]=2)[C:38]#[N:39])[C:30]([Cl:33])=[CH:31][CH:32]=1.[CH3:45][C:46]1[CH:47]=[CH:48][CH:49]=[C:50]2[C:54]=1[NH:53][C:52]([C:55](O)=[O:56])=[CH:51]2.CCN(C(C)C)C(C)C. Product: [Cl:33][C:30]1[CH:31]=[CH:32][C:27]([CH2:26][NH:25][C:55]([C:52]2[NH:53][C:54]3[C:50]([CH:51]=2)=[CH:49][CH:48]=[CH:47][C:46]=3[CH3:45])=[O:56])=[C:28]([F:44])[C:29]=1[O:34][C:35]1[CH:36]=[C:37]([C:38]#[N:39])[CH:40]=[C:41]([Cl:43])[CH:42]=1. (2) Reactant: [F:1][C:2]1[C:10]([F:11])=[C:9]([F:12])[C:8]([F:13])=[CH:7][C:3]=1[C:4]([OH:6])=[O:5].[C:14](Cl)(=O)[C:15](Cl)=O.C(O)C.C([O-])(O)=O.[Na+]. Product: [CH2:14]([O:5][C:4](=[O:6])[C:3]1[CH:7]=[C:8]([F:13])[C:9]([F:12])=[C:10]([F:11])[C:2]=1[F:1])[CH3:15]. The catalyst class is: 120. (3) Reactant: [CH3:1][N:2]([CH3:30])[C:3]1[C:12]2[C:7](=[CH:8][CH:9]=[C:10]([F:13])[CH:11]=2)[N:6]=[C:5]([CH:14]([NH:16]C(=O)OC(C)(C)C)[CH3:15])[C:4]=1[C:24]1[CH:29]=[CH:28][CH:27]=[CH:26][N:25]=1.[C:31]([OH:37])([C:33]([F:36])([F:35])[F:34])=[O:32]. Product: [NH2:16][CH:14]([C:5]1[C:4]([C:24]2[CH:29]=[CH:28][CH:27]=[CH:26][N:25]=2)=[C:3]([N:2]([CH3:30])[CH3:1])[C:12]2[C:7](=[CH:8][CH:9]=[C:10]([F:13])[CH:11]=2)[N:6]=1)[CH3:15].[C:31]([OH:37])([C:33]([F:36])([F:35])[F:34])=[O:32]. The catalyst class is: 2.